This data is from Catalyst prediction with 721,799 reactions and 888 catalyst types from USPTO. The task is: Predict which catalyst facilitates the given reaction. (1) Reactant: Cl.Cl[CH2:3][CH2:4][N:5]([CH2:8][CH3:9])[CH2:6][CH3:7].[C:10]1([OH:16])[CH:15]=[CH:14][CH:13]=[CH:12][CH:11]=1.[OH-].[Na+]. Product: [CH2:6]([N:5]([CH2:8][CH3:9])[CH2:4][CH2:3][O:16][C:10]1[CH:15]=[CH:14][CH:13]=[CH:12][CH:11]=1)[CH3:7]. The catalyst class is: 6. (2) Reactant: [Cl:1][C:2]1[N:3]=[C:4]([N:15]2[CH2:20][CH2:19][O:18][CH2:17][CH2:16]2)[C:5]2[N:11]=[C:10]([C:12](O)=[O:13])[CH:9]=[CH:8][C:6]=2[N:7]=1.[Cl-].[NH4+].C[N:24](C(ON1N=NC2C=CC=NC1=2)=[N+](C)C)C.F[P-](F)(F)(F)(F)F.CCN(C(C)C)C(C)C. Product: [Cl:1][C:2]1[N:3]=[C:4]([N:15]2[CH2:20][CH2:19][O:18][CH2:17][CH2:16]2)[C:5]2[N:11]=[C:10]([C:12]([NH2:24])=[O:13])[CH:9]=[CH:8][C:6]=2[N:7]=1. The catalyst class is: 18. (3) Reactant: C(N1[CH2:16][CH2:15][CH:11]([C:12]([OH:14])=[O:13])CC1)(OC(C)(C)C)=O.N1CC[CH:20]([C:21]([OH:23])=[O:22])[CH2:19]C1.[CH3:26]N1CCOCC1.ClC(OCC(C)C)=O.NC1N=CC(/C(=N/N)/N)=NC=1C1OC(C(C)(C)C)=NN=1. Product: [O:14]1[CH2:26][CH2:16][CH2:15][CH2:11][CH:12]1[O:13][CH2:19][CH2:20][C:21]([OH:23])=[O:22]. The catalyst class is: 287. (4) Reactant: [C:1]([CH2:3][CH2:4][C:5]([OH:7])=O)#[N:2].F[P-](F)(F)(F)(F)F.C(C(=NO[C+](N(C)C)N1CCOCC1)C(OCC)=O)#N.CN1CCOCC1.Cl.[NH2:43][C@H:44]([NH:46][C:47](=[O:74])[C:48]1[CH:53]=[CH:52][C:51](/[CH:54]=[CH:55]/[CH:56]([C:61]2[CH:66]=[C:65]([Cl:67])[C:64]([Cl:68])=[C:63]([Cl:69])[CH:62]=2)[C:57]([F:60])([F:59])[F:58])=[CH:50][C:49]=1[C:70]([F:73])([F:72])[F:71])[CH3:45]. Product: [C:1]([CH2:3][CH2:4][C:5]([NH:43][C@H:44]([NH:46][C:47](=[O:74])[C:48]1[CH:53]=[CH:52][C:51](/[CH:54]=[CH:55]/[CH:56]([C:61]2[CH:66]=[C:65]([Cl:67])[C:64]([Cl:68])=[C:63]([Cl:69])[CH:62]=2)[C:57]([F:60])([F:58])[F:59])=[CH:50][C:49]=1[C:70]([F:73])([F:72])[F:71])[CH3:45])=[O:7])#[N:2]. The catalyst class is: 42. (5) Reactant: [CH3:1][C:2]1[S:3][C:4]([C:8]2[CH:23]=[CH:22][C:11]([CH2:12][NH:13][C:14]([C@@H:16]3[CH2:20][C@@H:19]([OH:21])[CH2:18][NH:17]3)=[O:15])=[CH:10][CH:9]=2)=[C:5]([CH3:7])[N:6]=1.[C:24]([NH:27][C@@H:28]([CH3:32])[C:29](O)=[O:30])(=[O:26])[CH3:25].CCN(C(C)C)C(C)C.CN(C(ON1N=NC2C=CC=NC1=2)=[N+](C)C)C.F[P-](F)(F)(F)(F)F. Product: [C:24]([NH:27][C@@H:28]([CH3:32])[C:29]([N:17]1[CH2:18][C@H:19]([OH:21])[CH2:20][C@H:16]1[C:14]([NH:13][CH2:12][C:11]1[CH:10]=[CH:9][C:8]([C:4]2[S:3][C:2]([CH3:1])=[N:6][C:5]=2[CH3:7])=[CH:23][CH:22]=1)=[O:15])=[O:30])(=[O:26])[CH3:25]. The catalyst class is: 3.